From a dataset of Full USPTO retrosynthesis dataset with 1.9M reactions from patents (1976-2016). Predict the reactants needed to synthesize the given product. (1) Given the product [Cl:1][C:2]1[CH:7]=[CH:6][CH:5]=[CH:4][C:3]=1[C:12]1[CH:17]=[CH:16][N:15]=[CH:14][CH:13]=1, predict the reactants needed to synthesize it. The reactants are: [Cl:1][C:2]1[CH:7]=[CH:6][CH:5]=[CH:4][C:3]=1B(O)O.Br[C:12]1[CH:17]=[CH:16][N:15]=[CH:14][CH:13]=1.C(=O)([O-])[O-].[K+].[K+]. (2) The reactants are: [CH3:1][C:2]1[CH:3]=[C:4]([B:7]([OH:9])[OH:8])[S:5][CH:6]=1.O[C:11]([C:14](O)([CH3:16])[CH3:15])([CH3:13])[CH3:12]. Given the product [CH3:12][C:11]1([CH3:13])[C:14]([CH3:16])([CH3:15])[O:9][B:7]([C:4]2[S:5][CH:6]=[C:2]([CH3:1])[CH:3]=2)[O:8]1, predict the reactants needed to synthesize it. (3) Given the product [CH:26]([O:25][C:22]1[CH:23]=[CH:24][C:19]([C:17]([N:14]2[CH2:15][CH2:16][C:11]3([O:10][C:9]4[CH:30]=[CH:31][CH:32]=[CH:33][C:8]=4[N:7]4[C:3]([CH2:2][NH:1][C:34](=[O:36])[CH3:35])=[CH:4][CH:5]=[C:6]34)[CH2:12][CH2:13]2)=[O:18])=[CH:20][C:21]=1[CH3:29])([CH3:27])[CH3:28], predict the reactants needed to synthesize it. The reactants are: [NH2:1][CH2:2][C:3]1[N:7]2[C:8]3[CH:33]=[CH:32][CH:31]=[CH:30][C:9]=3[O:10][C:11]3([CH2:16][CH2:15][N:14]([C:17]([C:19]4[CH:24]=[CH:23][C:22]([O:25][CH:26]([CH3:28])[CH3:27])=[C:21]([CH3:29])[CH:20]=4)=[O:18])[CH2:13][CH2:12]3)[C:6]2=[CH:5][CH:4]=1.[C:34](OC(=O)C)(=[O:36])[CH3:35]. (4) The reactants are: [NH2:1][CH2:2][CH2:3][CH2:4][NH:5][N:6]1[C:18]2[C:17]3[CH:16]=[CH:15][CH:14]=[CH:13][C:12]=3[N:11]=[C:10]([NH2:19])[C:9]=2[N:8]=[C:7]1[CH2:20][O:21][CH2:22][CH3:23].[CH:24]([N:27]=[C:28]=[O:29])([CH3:26])[CH3:25]. Given the product [NH2:19][C:10]1[C:9]2[N:8]=[C:7]([CH2:20][O:21][CH2:22][CH3:23])[N:6]([NH:5][CH2:4][CH2:3][CH2:2][NH:1][C:28]([NH:27][CH:24]([CH3:26])[CH3:25])=[O:29])[C:18]=2[C:17]2[CH:16]=[CH:15][CH:14]=[CH:13][C:12]=2[N:11]=1, predict the reactants needed to synthesize it. (5) Given the product [CH:22]([N:25]([C:19](=[O:20])/[CH:18]=[CH:17]/[C:10]1[C:11]2[C:16](=[CH:15][CH:14]=[CH:13][CH:12]=2)[N:8]([C:6]([O:5][C:1]([CH3:2])([CH3:4])[CH3:3])=[O:7])[CH:9]=1)[NH:26][C:27](=[O:34])[C:28]1[CH:33]=[CH:32][CH:31]=[N:30][CH:29]=1)([CH3:24])[CH3:23], predict the reactants needed to synthesize it. The reactants are: [C:1]([O:5][C:6]([N:8]1[C:16]2[C:11](=[CH:12][CH:13]=[CH:14][CH:15]=2)[C:10](/[CH:17]=[CH:18]/[C:19](O)=[O:20])=[CH:9]1)=[O:7])([CH3:4])([CH3:3])[CH3:2].[CH:22]([NH:25][NH:26][C:27](=[O:34])[C:28]1[CH:33]=[CH:32][CH:31]=[N:30][CH:29]=1)([CH3:24])[CH3:23].CN(C(ON1N=NC2C=CC=NC1=2)=[N+](C)C)C.F[P-](F)(F)(F)(F)F.C(N(CC)C(C)C)(C)C. (6) Given the product [C:3]([OH:7])(=[O:6])[CH:4]=[CH2:5].[C:8]([OH:13])(=[O:12])[C:9]([CH3:11])=[CH2:10], predict the reactants needed to synthesize it. The reactants are: OO.[C:3]([OH:7])(=[O:6])[CH:4]=[CH2:5].[C:8]([OH:13])(=[O:12])[C:9]([CH3:11])=[CH2:10].